Dataset: NCI-60 drug combinations with 297,098 pairs across 59 cell lines. Task: Regression. Given two drug SMILES strings and cell line genomic features, predict the synergy score measuring deviation from expected non-interaction effect. (1) Drug 1: CS(=O)(=O)C1=CC(=C(C=C1)C(=O)NC2=CC(=C(C=C2)Cl)C3=CC=CC=N3)Cl. Drug 2: CC1C(C(CC(O1)OC2CC(CC3=C2C(=C4C(=C3O)C(=O)C5=CC=CC=C5C4=O)O)(C(=O)C)O)N)O. Cell line: HS 578T. Synergy scores: CSS=47.7, Synergy_ZIP=-1.27, Synergy_Bliss=-0.451, Synergy_Loewe=-1.28, Synergy_HSA=3.27. (2) Drug 1: C1=C(C(=O)NC(=O)N1)F. Drug 2: C1C(C(OC1N2C=NC3=C(N=C(N=C32)Cl)N)CO)O. Cell line: NCI-H460. Synergy scores: CSS=38.1, Synergy_ZIP=-3.75, Synergy_Bliss=-12.1, Synergy_Loewe=-13.5, Synergy_HSA=-13.0. (3) Cell line: HCC-2998. Synergy scores: CSS=31.7, Synergy_ZIP=-0.0737, Synergy_Bliss=-1.63, Synergy_Loewe=-22.7, Synergy_HSA=-2.84. Drug 2: C(=O)(N)NO. Drug 1: C1=CN(C(=O)N=C1N)C2C(C(C(O2)CO)O)O.Cl. (4) Drug 1: CCC1=C2CN3C(=CC4=C(C3=O)COC(=O)C4(CC)O)C2=NC5=C1C=C(C=C5)O. Drug 2: C1=NC2=C(N1)C(=S)N=CN2. Cell line: A498. Synergy scores: CSS=17.3, Synergy_ZIP=-6.31, Synergy_Bliss=1.72, Synergy_Loewe=-0.554, Synergy_HSA=1.51. (5) Drug 1: CC1=C(C=C(C=C1)C(=O)NC2=CC(=CC(=C2)C(F)(F)F)N3C=C(N=C3)C)NC4=NC=CC(=N4)C5=CN=CC=C5. Drug 2: CC1C(C(CC(O1)OC2CC(CC3=C2C(=C4C(=C3O)C(=O)C5=CC=CC=C5C4=O)O)(C(=O)C)O)N)O. Cell line: UACC-257. Synergy scores: CSS=58.1, Synergy_ZIP=7.82, Synergy_Bliss=11.6, Synergy_Loewe=-18.6, Synergy_HSA=10.9.